This data is from Full USPTO retrosynthesis dataset with 1.9M reactions from patents (1976-2016). The task is: Predict the reactants needed to synthesize the given product. (1) The reactants are: [F:1][C:2]1[CH:9]=[CH:8][C:7]([O:10][CH:11]([F:13])[F:12])=[CH:6][C:3]=1[CH2:4][OH:5].[Cl:14][C:15]([N:17]1[C@H:22]([CH3:23])[CH2:21][N:20](C(OC(C)(C)C)=O)[CH2:19][C@@H:18]1[CH3:31])=[O:16]. Given the product [ClH:14].[CH3:31][C@H:18]1[CH2:19][NH:20][CH2:21][C@@H:22]([CH3:23])[N:17]1[C:15]([O:5][CH2:4][C:3]1[CH:6]=[C:7]([O:10][CH:11]([F:12])[F:13])[CH:8]=[CH:9][C:2]=1[F:1])=[O:16], predict the reactants needed to synthesize it. (2) Given the product [OH:1][C:2]1[CH:7]=[CH:6][CH:5]=[CH:4][C:3]=1[C:8]1[N:12]=[C:11]([C:13]2[CH:18]=[CH:17][CH:16]=[CH:15][C:14]=2[OH:19])[N:10]([CH2:20][C:21]([NH:35][CH2:34][CH2:33][N:30]2[CH2:31][CH2:32][N:27]([CH3:26])[CH2:28][CH2:29]2)=[O:23])[N:9]=1, predict the reactants needed to synthesize it. The reactants are: [OH:1][C:2]1[CH:7]=[CH:6][CH:5]=[CH:4][C:3]=1[C:8]1[N:12]=[C:11]([C:13]2[CH:18]=[CH:17][CH:16]=[CH:15][C:14]=2[OH:19])[N:10]([CH2:20][C:21]([O:23]CC)=O)[N:9]=1.[CH3:26][N:27]1[CH2:32][CH2:31][N:30]([CH2:33][CH2:34][NH2:35])[CH2:29][CH2:28]1. (3) The reactants are: [F:1][C:2]([F:15])([F:14])[S:3]([O:6][C:7]1[CH:12]=[C:11]([OH:13])[CH:10]=[CH:9][N:8]=1)(=[O:5])=[O:4].[OH-].C([N+](CCCC)(CCCC)CCCC)CCC.[F:34][C:35]([F:44])([F:43])[CH2:36][CH2:37][CH2:38][S:39](Cl)(=[O:41])=[O:40]. Given the product [F:34][C:35]([F:44])([F:43])[CH2:36][CH2:37][CH2:38][S:39]([O:13][C:11]1[CH:10]=[CH:9][N:8]=[C:7]([O:6][S:3]([C:2]([F:1])([F:14])[F:15])(=[O:5])=[O:4])[CH:12]=1)(=[O:41])=[O:40], predict the reactants needed to synthesize it. (4) Given the product [NH2:24][C:25]1[C:30]([C:31]#[N:32])=[C:29]([NH:12][C@H:10]([C:8]2[N:7]([CH2:13][CH2:14][O:15][CH3:16])[C:6]3[C:17]([C:18]4[CH:23]=[CH:22][CH:21]=[CH:20][N:19]=4)=[C:2]([F:1])[CH:3]=[CH:4][C:5]=3[N:9]=2)[CH3:11])[N:28]=[CH:27][N:26]=1, predict the reactants needed to synthesize it. The reactants are: [F:1][C:2]1[CH:3]=[CH:4][C:5]2[N:9]=[C:8]([C@@H:10]([NH2:12])[CH3:11])[N:7]([CH2:13][CH2:14][O:15][CH3:16])[C:6]=2[C:17]=1[C:18]1[CH:23]=[CH:22][CH:21]=[CH:20][N:19]=1.[NH2:24][C:25]1[C:30]([C:31]#[N:32])=[C:29](Cl)[N:28]=[CH:27][N:26]=1.CCN(C(C)C)C(C)C. (5) Given the product [OH:29][CH:26]([CH2:27][OH:28])[CH2:25][NH:24][C:21]([C:11]1[C:12]2[O:20][CH:19]=[CH:18][C:13]=2[C:14](=[O:17])[N:15]([CH3:16])[C:10]=1[NH:9][C:3]1[CH:4]=[CH:5][C:6]([I:8])=[CH:7][C:2]=1[F:1])=[O:23], predict the reactants needed to synthesize it. The reactants are: [F:1][C:2]1[CH:7]=[C:6]([I:8])[CH:5]=[CH:4][C:3]=1[NH:9][C:10]1[N:15]([CH3:16])[C:14](=[O:17])[C:13]2[CH:18]=[CH:19][O:20][C:12]=2[C:11]=1[C:21]([OH:23])=O.[NH2:24][CH2:25][CH:26]([OH:29])[CH2:27][OH:28]. (6) Given the product [CH2:1]([O:8][C:9]1[CH:10]=[C:11]2[C:15](=[CH:16][CH:17]=1)[NH:14][N:13]=[C:12]2[NH:18][C:19]1[S:20][CH:22]=[CH:23][N:21]=1)[C:2]1[CH:7]=[CH:6][CH:5]=[CH:4][CH:3]=1, predict the reactants needed to synthesize it. The reactants are: [CH2:1]([O:8][C:9]1[CH:10]=[C:11]2[C:15](=[CH:16][CH:17]=1)[NH:14][N:13]=[C:12]2[NH:18][C:19]([NH2:21])=[S:20])[C:2]1[CH:7]=[CH:6][CH:5]=[CH:4][CH:3]=1.[CH2:22](OC(OCC)CBr)[CH3:23].